Dataset: Catalyst prediction with 721,799 reactions and 888 catalyst types from USPTO. Task: Predict which catalyst facilitates the given reaction. (1) Reactant: C[O:2][C:3](=[O:30])[C:4]([NH:7][C:8]([C:10]1[CH:19]=[CH:18][C:17]2[C:12](=[CH:13][CH:14]=[CH:15][CH:16]=2)[C:11]=1[O:20][CH2:21][C:22]1[CH:23]=[N:24][C:25](Cl)=[C:26]([Cl:28])[CH:27]=1)=[O:9])([CH3:6])[CH3:5].Cl.[CH3:32][OH:33]. Product: [Cl:28][C:26]1[CH:27]=[C:22]([CH2:21][O:20][C:11]2[C:12]3[C:17](=[CH:16][CH:15]=[CH:14][CH:13]=3)[CH:18]=[CH:19][C:10]=2[C:8]([NH:7][C:4]([CH3:5])([CH3:6])[C:3]([OH:2])=[O:30])=[O:9])[CH:23]=[N:24][C:25]=1[O:33][CH3:32]. The catalyst class is: 74. (2) Reactant: [CH3:1][C:2]1[CH:28]=[C:27]([CH3:29])[CH:26]=[CH:25][C:3]=1[C:4]([CH:6]1[CH2:10][CH2:9][C:8](=[O:11])[N:7]1[CH2:12][CH2:13][NH:14]C(=O)OCC1C=CC=CC=1)=O.Cl. Product: [CH3:1][C:2]1[CH:28]=[C:27]([CH3:29])[CH:26]=[CH:25][C:3]=1[CH:4]1[NH:14][CH2:13][CH2:12][N:7]2[C:8](=[O:11])[CH2:9][CH2:10][CH:6]12. The catalyst class is: 43. (3) Reactant: [Cl:1][C:2]1[CH:3]=[C:4]2[C:8](=[C:9]([F:11])[CH:10]=1)[N:7](S(C1C=CC=CC=1)(=O)=O)[CH:6]=[C:5]2[C@@H:21]([C:42]1[CH:47]=[CH:46][C:45]([O:48][C:49]([F:52])([F:51])[F:50])=[CH:44][CH:43]=1)[C@@H:22]([C:26]1[CH:41]=[CH:40][C:29]([C:30]([NH:32][CH2:33][CH2:34][C:35]([O:37]CC)=[O:36])=[O:31])=[CH:28][CH:27]=1)[CH2:23][CH2:24][CH3:25].[Li+].[OH-].Cl. Product: [Cl:1][C:2]1[CH:3]=[C:4]2[C:8](=[C:9]([F:11])[CH:10]=1)[NH:7][CH:6]=[C:5]2[C@@H:21]([C:42]1[CH:47]=[CH:46][C:45]([O:48][C:49]([F:50])([F:52])[F:51])=[CH:44][CH:43]=1)[C@@H:22]([C:26]1[CH:41]=[CH:40][C:29]([C:30]([NH:32][CH2:33][CH2:34][C:35]([OH:37])=[O:36])=[O:31])=[CH:28][CH:27]=1)[CH2:23][CH2:24][CH3:25]. The catalyst class is: 511. (4) Product: [ClH:32].[CH3:1][O:2][C:3](=[O:31])[CH:4]([NH:16][C:17](=[O:30])[CH:18]([NH2:22])[CH2:19][O:20][CH3:21])[CH2:5][C:6]1[CH:15]=[CH:14][C:13]2[C:8](=[CH:9][CH:10]=[CH:11][CH:12]=2)[CH:7]=1. The catalyst class is: 89. Reactant: [CH3:1][O:2][C:3](=[O:31])[CH:4]([NH:16][C:17](=[O:30])[CH:18]([NH:22]C(OC(C)(C)C)=O)[CH2:19][O:20][CH3:21])[CH2:5][C:6]1[CH:15]=[CH:14][C:13]2[C:8](=[CH:9][CH:10]=[CH:11][CH:12]=2)[CH:7]=1.[Cl:32]CCCl. (5) Reactant: [Cl:1][C:2]1[CH:3]=[C:4]([CH:8]=[C:9]([N:11]([CH:13]([CH3:15])[CH3:14])[CH3:12])[N:10]=1)[C:5]([OH:7])=[O:6].[C:16](Cl)(=O)[CH3:17]. Product: [Cl:1][C:2]1[CH:3]=[C:4]([CH:8]=[C:9]([N:11]([CH:13]([CH3:15])[CH3:14])[CH3:12])[N:10]=1)[C:5]([O:7][CH2:16][CH3:17])=[O:6]. The catalyst class is: 14. (6) The catalyst class is: 4. Reactant: [Br:1][C:2]1[CH:3]=[C:4]([NH2:25])[C:5]([NH:9][CH:10]2[CH2:15][CH2:14][N:13]([C@H:16]3[CH2:21][CH2:20][C@H:19]([O:22][CH2:23][CH3:24])[CH2:18][CH2:17]3)[CH2:12][CH2:11]2)=[CH:6][C:7]=1[CH3:8].[Cl:26][C:27](Cl)([O:29]C(=O)OC(Cl)(Cl)Cl)Cl.C(N(C(C)C)CC)(C)C. Product: [ClH:26].[Br:1][C:2]1[C:7]([CH3:8])=[CH:6][C:5]2[N:9]([CH:10]3[CH2:15][CH2:14][N:13]([C@H:16]4[CH2:21][CH2:20][C@H:19]([O:22][CH2:23][CH3:24])[CH2:18][CH2:17]4)[CH2:12][CH2:11]3)[C:27](=[O:29])[NH:25][C:4]=2[CH:3]=1. (7) Reactant: C([O:3][C:4]([C@H:6]1[C@H:10]([C:11](OCC)=[O:12])[CH2:9][N:8]([C:16]([O:18][C:19]([CH3:22])([CH3:21])[CH3:20])=[O:17])[CH2:7]1)=O)C.[Li+].[BH4-]. Product: [C:19]([O:18][C:16]([N:8]1[CH2:7][C@@H:6]([CH2:4][OH:3])[C@H:10]([CH2:11][OH:12])[CH2:9]1)=[O:17])([CH3:22])([CH3:21])[CH3:20]. The catalyst class is: 1.